This data is from Full USPTO retrosynthesis dataset with 1.9M reactions from patents (1976-2016). The task is: Predict the reactants needed to synthesize the given product. (1) Given the product [NH2:1][C:2]1[C:7]([N+:8]([O-:10])=[O:9])=[CH:6][C:5]([CH2:11][CH:12]2[CH2:13][CH2:14][CH2:15][CH2:16][CH2:17]2)=[CH:4][N:3]=1.[NH2:1][C:2]1[C:7]([NH2:8])=[CH:6][C:5]([CH2:11][CH:12]2[CH2:13][CH2:14][CH2:15][CH2:16][CH2:17]2)=[CH:4][N:3]=1, predict the reactants needed to synthesize it. The reactants are: [NH2:1][C:2]1[C:7]([N+:8]([O-:10])=[O:9])=[CH:6][C:5]([CH2:11][CH:12]2[CH2:17][CH2:16][CH2:15][CH2:14][CH2:13]2)=[CH:4][N:3]=1. (2) Given the product [C:5]1([S:2]([CH2:1][C:26](=[O:27])[CH2:25][O:24][CH3:23])(=[O:4])=[O:3])[CH:10]=[CH:9][CH:8]=[CH:7][CH:6]=1, predict the reactants needed to synthesize it. The reactants are: [CH3:1][S:2]([C:5]1[CH:10]=[CH:9][CH:8]=[CH:7][CH:6]=1)(=[O:4])=[O:3].C([Li])CCC.CN1CCCC1=O.[CH3:23][O:24][C:25](=O)[CH2:26][O:27]C. (3) Given the product [CH3:11][C:8]1([CH3:12])[O:7][C@@H:6]2[C:5]([CH2:13][O:14][C:15]([C:22]3[CH:27]=[CH:26][CH:25]=[CH:24][CH:23]=3)([C:28]3[CH:33]=[CH:32][CH:31]=[CH:30][CH:29]=3)[C:16]3[CH:21]=[CH:20][CH:19]=[CH:18][CH:17]=3)=[CH:4][C@@H:3]([CH:40]=[CH2:41])[C@@H:10]2[O:9]1, predict the reactants needed to synthesize it. The reactants are: C(=O)(OC)O[C@@H:3]1[C@H:10]2[C@H:6]([O:7][C:8]([CH3:12])([CH3:11])[O:9]2)[C:5]([CH2:13][O:14][C:15]([C:28]2[CH:33]=[CH:32][CH:31]=[CH:30][CH:29]=2)([C:22]2[CH:27]=[CH:26][CH:25]=[CH:24][CH:23]=2)[C:16]2[CH:21]=[CH:20][CH:19]=[CH:18][CH:17]=2)=[CH:4]1.[Cu]C#N.[CH:40]([Mg]Br)=[CH2:41]. (4) Given the product [CH3:1][O:2][C:3](=[O:27])[C:4]1[CH:9]=[C:8]([O:10][CH3:11])[CH:7]=[CH:6][C:5]=1[NH:12][C:13]1[N:17]([C:18]2[CH:23]=[CH:22][CH:21]=[CH:20][C:19]=2[CH3:24])[N:16]=[C:15]([CH3:25])[C:14]=1[C:40]1[CH:39]=[C:38]2[C:43](=[CH:42][CH:41]=1)[NH:35][N:36]=[CH:37]2, predict the reactants needed to synthesize it. The reactants are: [CH3:1][O:2][C:3](=[O:27])[C:4]1[CH:9]=[C:8]([O:10][CH3:11])[CH:7]=[CH:6][C:5]=1[NH:12][C:13]1[N:17]([C:18]2[CH:23]=[CH:22][CH:21]=[CH:20][C:19]=2[CH3:24])[N:16]=[C:15]([CH3:25])[C:14]=1Br.C(OC([N:35]1[C:43]2[C:38](=[CH:39][C:40](B3OC(C)(C)C(C)(C)O3)=[CH:41][CH:42]=2)[CH:37]=[N:36]1)=O)(C)(C)C.C(=O)([O-])[O-].[Na+].[Na+].O. (5) Given the product [Cl:1][C:2]1[N:7]=[CH:6][C:5]([C:8]([NH2:18])=[O:10])=[CH:4][N:3]=1, predict the reactants needed to synthesize it. The reactants are: [Cl:1][C:2]1[N:7]=[CH:6][C:5]([C:8]([OH:10])=O)=[CH:4][N:3]=1.C(Cl)(=O)C(Cl)=O.C[N:18](C=O)C. (6) Given the product [CH3:1][O:2][CH2:3][C:4]1[S:8][C:7]2=[N:9][C:10]([C:14]([F:17])([F:16])[F:15])=[C:11]([CH2:12][N:36]3[CH2:37][CH:33]([CH2:32][CH2:31][C:30]([F:39])([F:40])[F:29])[NH:34][C:35]3=[O:38])[N:6]2[N:5]=1, predict the reactants needed to synthesize it. The reactants are: [CH3:1][O:2][CH2:3][C:4]1[S:8][C:7]2=[N:9][C:10]([C:14]([F:17])([F:16])[F:15])=[C:11]([CH2:12]O)[N:6]2[N:5]=1.C1(C)C=CC(S(O)(=O)=O)=CC=1.[F:29][C:30]([F:40])([F:39])[CH2:31][CH2:32][CH:33]1[CH2:37][NH:36][C:35](=[O:38])[NH:34]1. (7) Given the product [Cl:18][C:19]1[CH:26]=[CH:25][C:22]([CH2:23][NH:24][C:2]2[S:3][C:4]([C:7]([C:9]3[C:17]4[C:12](=[N:13][CH:14]=[CH:15][CH:16]=4)[NH:11][CH:10]=3)=[O:8])=[CH:5][N:6]=2)=[CH:21][CH:20]=1, predict the reactants needed to synthesize it. The reactants are: Br[C:2]1[S:3][C:4]([C:7]([C:9]2[C:17]3[C:12](=[N:13][CH:14]=[CH:15][CH:16]=3)[NH:11][CH:10]=2)=[O:8])=[CH:5][N:6]=1.[Cl:18][C:19]1[CH:26]=[CH:25][C:22]([CH2:23][NH2:24])=[CH:21][CH:20]=1.C(N(CC)C(C)C)(C)C.